This data is from Reaction yield outcomes from USPTO patents with 853,638 reactions. The task is: Predict the reaction yield, written as a fraction of the theoretical maximum amount of product (1.0 means a 100% yield; for example, 0.34 means a 34% yield). The reactants are [CH2:1]([N:5]1[C:10]2=[C:11]([CH3:23])[N:12]([CH2:14][C:15]3[CH:20]=[CH:19][C:18]([O:21][CH3:22])=[CH:17][CH:16]=3)[CH:13]=[C:9]2[C:8](=[O:24])[N:7]([CH3:25])[C:6]1=[O:26])[CH:2]([CH3:4])[CH3:3].[Cl:27]C(Cl)(Cl)C(Cl)(Cl)Cl.[Li+].C[Si]([N-][Si](C)(C)C)(C)C. The catalyst is C1COCC1. The product is [Cl:27][C:13]1[N:12]([CH2:14][C:15]2[CH:20]=[CH:19][C:18]([O:21][CH3:22])=[CH:17][CH:16]=2)[C:11]([CH3:23])=[C:10]2[C:9]=1[C:8](=[O:24])[N:7]([CH3:25])[C:6](=[O:26])[N:5]2[CH2:1][CH:2]([CH3:4])[CH3:3]. The yield is 0.640.